From a dataset of Catalyst prediction with 721,799 reactions and 888 catalyst types from USPTO. Predict which catalyst facilitates the given reaction. (1) Reactant: C1(P(C2C=CC=CC=2)CCP(C2C=CC=CC=2)C2C=CC=CC=2)C=CC=CC=1.[C:29]([Br:33])(Br)(Br)Br.OC[CH2:36][CH2:37][N:38]1[C:46]2[C:41](=[N:42][C:43]([O:47][CH3:48])=[CH:44][CH:45]=2)[CH2:40][C:39]1=[O:49]. Product: [Br:33][CH2:29][CH2:36][CH2:37][N:38]1[C:46]2[C:41](=[N:42][C:43]([O:47][CH3:48])=[CH:44][CH:45]=2)[CH2:40][C:39]1=[O:49]. The catalyst class is: 4. (2) Product: [Br-:19].[CH2:23]([N+:11]1[CH:12]=[C:7]([C:1]2[CH:2]=[CH:3][CH:4]=[CH:5][CH:6]=2)[CH:8]=[C:9]([N:13]2[CH2:18][CH2:17][O:16][CH2:15][CH2:14]2)[N:10]=1)[CH2:22][CH:21]=[CH2:20]. Reactant: [C:1]1([C:7]2[CH:8]=[C:9]([N:13]3[CH2:18][CH2:17][O:16][CH2:15][CH2:14]3)[N:10]=[N:11][CH:12]=2)[CH:6]=[CH:5][CH:4]=[CH:3][CH:2]=1.[Br:19][CH2:20][CH2:21][CH:22]=[CH2:23].CCOCC. The catalyst class is: 23.